This data is from Full USPTO retrosynthesis dataset with 1.9M reactions from patents (1976-2016). The task is: Predict the reactants needed to synthesize the given product. (1) Given the product [N+:1]([C:4]1[CH:9]=[CH:8][CH:7]=[CH:6][C:5]=1[S:10]([N:13]([CH2:45][C:42]1[CH:41]=[CH:40][C:39](/[N:38]=[CH:37]/[C:34]2[S:35][CH:36]=[C:32]([C:26]3[CH:31]=[CH:30][CH:29]=[CH:28][CH:27]=3)[N:33]=2)=[CH:44][CH:43]=1)[C:14]1[CH:19]=[CH:18][C:17]([CH2:20][CH2:21][C:22]([O:24][CH3:25])=[O:23])=[CH:16][CH:15]=1)(=[O:12])=[O:11])([O-:3])=[O:2], predict the reactants needed to synthesize it. The reactants are: [N+:1]([C:4]1[CH:9]=[CH:8][CH:7]=[CH:6][C:5]=1[S:10]([NH:13][C:14]1[CH:19]=[CH:18][C:17]([CH2:20][CH2:21][C:22]([O:24][CH3:25])=[O:23])=[CH:16][CH:15]=1)(=[O:12])=[O:11])([O-:3])=[O:2].[C:26]1([C:32]2[N:33]=[C:34](/[CH:37]=[N:38]/[C:39]3[CH:44]=[CH:43][C:42]([CH2:45]O)=[CH:41][CH:40]=3)[S:35][CH:36]=2)[CH:31]=[CH:30][CH:29]=[CH:28][CH:27]=1.C1(P(C2C=CC=CC=2)C2C=CC=CC=2)C=CC=CC=1.N(C(OCC)=O)=NC(OCC)=O. (2) The reactants are: [C:1]([S:5]([C:8]1[CH:9]=[C:10]2[C:15](=[CH:16][C:17]=1[F:18])[N:14]=[CH:13][N:12]=[C:11]2O)(=[O:7])=[O:6])([CH3:4])([CH3:3])[CH3:2].O=P(Cl)(Cl)[Cl:22].CCN(C(C)C)C(C)C.[Cl-].[CH3:35][C:36]1[C:37]([NH2:42])=[N:38][NH:39][C:40]=1[CH3:41]. Given the product [ClH:22].[C:1]([S:5]([C:8]1[CH:9]=[C:10]2[C:15](=[CH:16][C:17]=1[F:18])[N:14]=[CH:13][N:12]=[C:11]2[NH:42][C:37]1[C:36]([CH3:35])=[C:40]([CH3:41])[NH:39][N:38]=1)(=[O:7])=[O:6])([CH3:4])([CH3:3])[CH3:2], predict the reactants needed to synthesize it. (3) Given the product [C:1]([O:5][C:6](=[O:25])[CH2:7][CH:8]([NH:13][C:14](=[O:24])[C@@H:15]([N:17]1[CH:22]=[CH:21][CH:20]=[CH:19][C:18]1=[O:23])[CH3:16])[C:9](=[O:12])[CH2:10][F:11])([CH3:2])([CH3:3])[CH3:4], predict the reactants needed to synthesize it. The reactants are: [C:1]([O:5][C:6](=[O:25])[CH2:7][CH:8]([NH:13][C:14](=[O:24])[C@@H:15]([N:17]1[CH:22]=[CH:21][CH:20]=[CH:19][C:18]1=[O:23])[CH3:16])[CH:9]([OH:12])[CH2:10][F:11])([CH3:4])([CH3:3])[CH3:2].CC(OI1(OC(C)=O)(OC(C)=O)OC(=O)C2C1=CC=CC=2)=O.C(=O)([O-])O.[Na+].S([O-])([O-])(=O)=S.[Na+].[Na+]. (4) Given the product [Cl:18][C:4]1[CH:3]=[C:2]([B:22]([OH:23])[OH:21])[CH:7]=[N:6][C:5]=1[N:8]1[CH2:13][CH2:12][CH:11]([C:14]([OH:17])([CH3:16])[CH3:15])[CH2:10][CH2:9]1, predict the reactants needed to synthesize it. The reactants are: Br[C:2]1[CH:3]=[C:4]([Cl:18])[C:5]([N:8]2[CH2:13][CH2:12][CH:11]([C:14]([OH:17])([CH3:16])[CH3:15])[CH2:10][CH2:9]2)=[N:6][CH:7]=1.CC1(C)C(C)(C)[O:23][B:22](B2OC(C)(C)C(C)(C)O2)[O:21]1.